This data is from Peptide-MHC class II binding affinity with 134,281 pairs from IEDB. The task is: Regression. Given a peptide amino acid sequence and an MHC pseudo amino acid sequence, predict their binding affinity value. This is MHC class II binding data. (1) The peptide sequence is AVPLRLLGGLHRMVL. The MHC is DRB1_0802 with pseudo-sequence DRB1_0802. The binding affinity (normalized) is 0.142. (2) The peptide sequence is FGQNTASIAATEAQY. The MHC is DRB1_0701 with pseudo-sequence DRB1_0701. The binding affinity (normalized) is 0.473. (3) The peptide sequence is VQTAVDFGNSYIAEM. The MHC is DRB3_0101 with pseudo-sequence DRB3_0101. The binding affinity (normalized) is 0.570. (4) The peptide sequence is ENVIDVKLVDANGKL. The MHC is HLA-DPA10201-DPB11401 with pseudo-sequence HLA-DPA10201-DPB11401. The binding affinity (normalized) is 0.134. (5) The peptide sequence is ETALKKAITAMSEAQKAAKP. The MHC is HLA-DPA10301-DPB10402 with pseudo-sequence HLA-DPA10301-DPB10402. The binding affinity (normalized) is 0.354.